Dataset: Reaction yield outcomes from USPTO patents with 853,638 reactions. Task: Predict the reaction yield, written as a fraction of the theoretical maximum amount of product (1.0 means a 100% yield; for example, 0.34 means a 34% yield). (1) The reactants are [F:1][C:2]1[CH:3]=[C:4]([CH:7]=[C:8]([F:11])[C:9]=1[F:10])[CH:5]=O.C1(P(C2C=CC=CC=2)(C2C=CC=CC=2)=[C:19]([CH3:25])[C:20]([O:22][CH2:23][CH3:24])=[O:21])C=CC=CC=1. The catalyst is CN(C=O)C. The product is [CH3:25]/[C:19](=[CH:5]\[C:4]1[CH:3]=[C:2]([F:1])[C:9]([F:10])=[C:8]([F:11])[CH:7]=1)/[C:20]([O:22][CH2:23][CH3:24])=[O:21]. The yield is 0.930. (2) The reactants are C[N:2]([CH3:19])[CH:3]=[CH:4][C:5]([C:7]1[CH:8]=[C:9]([N:13]([CH2:17][CH3:18])[C:14](=[O:16])[CH3:15])[CH:10]=[CH:11][CH:12]=1)=O.N[C:21]1[C:25]([C:26]#[N:27])=C[NH:23][N:22]=1.P(=O)(O)(O)O. The catalyst is O.C(O)C. The product is [CH3:18][CH2:17][N:13]([C:14]([CH3:15])=[O:16])[C:9]1[CH:10]=[CH:11][CH:12]=[C:7]([C:5]2[N:23]3[N:22]=[CH:21][C:25]([C:26]#[N:27])=[C:19]3[N:2]=[CH:3][CH:4]=2)[CH:8]=1. The yield is 0.967. (3) The reactants are F[C:2]1[CH:10]=[CH:9][C:8]([N:11]2[CH2:15][CH2:14][N:13]([C:16]3[CH:17]=[N:18][CH:19]=[CH:20][C:21]=3[CH3:22])[C:12]2=[O:23])=[CH:7][C:3]=1[CH:4]=[N:5][OH:6].[H-].[Na+].CO.C(Cl)Cl. The catalyst is CN(C=O)C.C(Cl)(Cl)Cl. The product is [O:6]1[C:2]2[CH:10]=[CH:9][C:8]([N:11]3[CH2:15][CH2:14][N:13]([C:16]4[CH:17]=[N:18][CH:19]=[CH:20][C:21]=4[CH3:22])[C:12]3=[O:23])=[CH:7][C:3]=2[CH:4]=[N:5]1. The yield is 0.704.